From a dataset of Reaction yield outcomes from USPTO patents with 853,638 reactions. Predict the reaction yield, written as a fraction of the theoretical maximum amount of product (1.0 means a 100% yield; for example, 0.34 means a 34% yield). (1) The reactants are [NH:1]=[C:2]([NH:5][C:6](=O)[C@@H:7]([NH:11][C:12](=[O:18])[O:13][C:14]([CH3:17])([CH3:16])[CH3:15])[CH2:8][C:9]#[CH:10])SC.O.[NH2:21][NH2:22]. The catalyst is C(O)C. The product is [NH2:1][C:2]1[N:5]=[C:6]([C@@H:7]([NH:11][C:12](=[O:18])[O:13][C:14]([CH3:17])([CH3:16])[CH3:15])[CH2:8][C:9]#[CH:10])[NH:22][N:21]=1. The yield is 0.120. (2) The reactants are [NH2:1][C:2]1[C:3]([C:25](OCC)=[O:26])=[N:4][C:5]([NH:17][C@H:18]2[CH2:23][CH2:22][C@H:21]([OH:24])[CH2:20][CH2:19]2)=[N:6][C:7]=1[NH:8][C:9]1[CH:14]=[CH:13][CH:12]=[CH:11][C:10]=1[O:15][CH3:16].O[C@H]1CC[C@H]([NH:37]C2N=C(C(OCC)=O)C([N+]([O-])=O)=C(NC3C=CC=CC=3OC)N=2)CC1.[CH2:61]([OH:63])C. The yield is 0.700. The product is [OH:24][C@H:21]1[CH2:22][CH2:23][C@H:18]([NH:17][C:5]2[N:6]=[C:7]3[C:2]([NH:1][C:61](=[O:63])[N:8]3[C:9]3[CH:14]=[CH:13][CH:12]=[CH:11][C:10]=3[O:15][CH3:16])=[C:3]([C:25]([NH2:37])=[O:26])[N:4]=2)[CH2:19][CH2:20]1. The catalyst is [Pd]. (3) The product is [CH3:1][C:2]([CH3:23])([S@@:4]([NH:6][C@H:7]([C:17]1[CH:22]=[CH:21][CH:20]=[CH:19][CH:18]=1)[C:8]1[CH:16]=[CH:15][C:11]([C:12]([NH:33][C:31]2[S:32][C:28]3[CH:27]=[C:26]([O:25][CH3:24])[CH:35]=[CH:34][C:29]=3[N:30]=2)=[O:13])=[CH:10][CH:9]=1)=[O:5])[CH3:3]. No catalyst specified. The reactants are [CH3:1][C:2]([CH3:23])([S@@:4]([NH:6][C@H:7]([C:17]1[CH:22]=[CH:21][CH:20]=[CH:19][CH:18]=1)[C:8]1[CH:16]=[CH:15][C:11]([C:12](O)=[O:13])=[CH:10][CH:9]=1)=[O:5])[CH3:3].[CH3:24][O:25][C:26]1[CH:35]=[CH:34][C:29]2[N:30]=[C:31]([NH2:33])[S:32][C:28]=2[CH:27]=1. The yield is 0.880. (4) The reactants are [CH3:1][O:2][CH2:3][CH2:4][O:5][C:6]1[CH:7]=[C:8]([C:17]2[C:18]([CH3:23])=[N:19][NH:20][C:21]=2[NH2:22])[CH:9]=[CH:10][C:11]=1[O:12][CH2:13][CH2:14][O:15][CH3:16].[Cl:24][C:25]1[CH:26]=[C:27]([CH:30]=[CH:31][C:32]=1[OH:33])[CH:28]=O.FC(F)(F)C(O)=O. The catalyst is CO. The product is [ClH:24].[Cl:24][C:25]1[CH:26]=[C:27]([C:28]2[C:9]3[CH:10]=[C:11]([O:12][CH2:13][CH2:14][O:15][CH3:16])[C:6]([O:5][CH2:4][CH2:3][O:2][CH3:1])=[CH:7][C:8]=3[C:17]3[C:18]([CH3:23])=[N:19][NH:20][C:21]=3[N:22]=2)[CH:30]=[CH:31][C:32]=1[OH:33]. The yield is 0.470.